From a dataset of NCI-60 drug combinations with 297,098 pairs across 59 cell lines. Regression. Given two drug SMILES strings and cell line genomic features, predict the synergy score measuring deviation from expected non-interaction effect. (1) Drug 1: CN(C)C1=NC(=NC(=N1)N(C)C)N(C)C. Drug 2: CC12CCC3C(C1CCC2OP(=O)(O)O)CCC4=C3C=CC(=C4)OC(=O)N(CCCl)CCCl.[Na+]. Cell line: HCC-2998. Synergy scores: CSS=-8.97, Synergy_ZIP=1.34, Synergy_Bliss=-3.27, Synergy_Loewe=-9.44, Synergy_HSA=-7.90. (2) Drug 1: C1CN1P(=S)(N2CC2)N3CC3. Drug 2: COC1=NC(=NC2=C1N=CN2C3C(C(C(O3)CO)O)O)N. Cell line: SK-OV-3. Synergy scores: CSS=1.12, Synergy_ZIP=-0.393, Synergy_Bliss=2.06, Synergy_Loewe=-4.49, Synergy_HSA=-0.596. (3) Drug 1: C1CC(C1)(C(=O)O)C(=O)O.[NH2-].[NH2-].[Pt+2]. Drug 2: CN1C(=O)N2C=NC(=C2N=N1)C(=O)N. Cell line: NCI-H226. Synergy scores: CSS=-3.50, Synergy_ZIP=2.28, Synergy_Bliss=2.68, Synergy_Loewe=-0.977, Synergy_HSA=-0.648. (4) Synergy scores: CSS=73.4, Synergy_ZIP=0.468, Synergy_Bliss=2.47, Synergy_Loewe=-20.5, Synergy_HSA=4.46. Cell line: HL-60(TB). Drug 2: CN1C(=O)N2C=NC(=C2N=N1)C(=O)N. Drug 1: C1CN1P(=S)(N2CC2)N3CC3.